Task: Predict the reactants needed to synthesize the given product.. Dataset: Full USPTO retrosynthesis dataset with 1.9M reactions from patents (1976-2016) (1) Given the product [OH:15][C:11]1[CH:10]=[C:9]([C:7]([C:1]2[CH:2]=[CH:3][CH:4]=[CH:5][CH:6]=2)=[CH2:8])[CH:14]=[CH:13][C:12]=1[CH:19]=[O:20], predict the reactants needed to synthesize it. The reactants are: [C:1]1([C:7]([C:9]2[CH:10]=[C:11]([OH:15])[CH:12]=[CH:13][CH:14]=2)=[CH2:8])[CH:6]=[CH:5][CH:4]=[CH:3][CH:2]=1.[Mg+2].[Cl-].[Cl-].[CH2:19]=[O:20].Cl. (2) Given the product [C:1]1([C:7]2[CH:8]=[CH:9][C:10]([CH2:13][CH2:14][C:15]([NH:56][C@H:55]3[CH2:54][NH:53][C:52]3=[O:51])=[O:17])=[CH:11][CH:12]=2)[CH:2]=[CH:3][CH:4]=[CH:5][CH:6]=1, predict the reactants needed to synthesize it. The reactants are: [C:1]1([C:7]2[CH:12]=[CH:11][C:10]([CH2:13][CH2:14][C:15]([OH:17])=O)=[CH:9][CH:8]=2)[CH:6]=[CH:5][CH:4]=[CH:3][CH:2]=1.CCN(CC)CC.CN(C(ON1N=NC2C=CC=CC1=2)=[N+](C)C)C.[B-](F)(F)(F)F.C([O-])(=O)C.[O:51]=[C:52]1[C@@H:55]([NH3+:56])[CH2:54][NH:53]1. (3) Given the product [OH:2][C:3]1[CH:4]=[CH:5][C:6]2[CH2:7][C@H:8]3[NH:19][CH2:18][CH2:17][C@@:14]4([C:15]=2[CH:16]=1)[C@H:9]3[CH2:10][CH2:11][CH2:12][CH2:13]4, predict the reactants needed to synthesize it. The reactants are: Br.[OH:2][C:3]1[CH:4]=[CH:5][C:6]2[CH2:7][C@H:8]3[NH:19][CH2:18][CH2:17][C@@:14]4([C:15]=2[CH:16]=1)[C@H:9]3[CH2:10][CH2:11][CH2:12][CH2:13]4.[OH-].[Na+].CCOC(C)=O. (4) Given the product [CH2:50]([NH:57][C:47]([C:45]1[CH:46]=[C:36]2[N:35]=[C:34]([C:29]3[CH:30]=[CH:31][CH:32]=[CH:33][N:28]=3)[CH:39]=[C:38]([C:40]([F:41])([F:43])[F:42])[N:37]2[N:44]=1)=[O:49])[C:51]1[CH:56]=[CH:55][CH:54]=[CH:53][CH:52]=1, predict the reactants needed to synthesize it. The reactants are: F[P-](F)(F)(F)(F)F.N1(O[P+](N(C)C)(N(C)C)N(C)C)C2C=CC=CC=2N=N1.[N:28]1[CH:33]=[CH:32][CH:31]=[CH:30][C:29]=1[C:34]1[CH:39]=[C:38]([C:40]([F:43])([F:42])[F:41])[N:37]2[N:44]=[C:45]([C:47]([OH:49])=O)[CH:46]=[C:36]2[N:35]=1.[CH2:50]([NH2:57])[C:51]1[CH:56]=[CH:55][CH:54]=[CH:53][CH:52]=1.C(N(CC)CC)C. (5) Given the product [Cl:22][C:23]1[CH:28]=[CH:27][C:26]([F:29])=[CH:25][C:24]=1[C:7]1[CH2:12][CH2:11][N:10]([C:13]([O:15][C:16]([CH3:17])([CH3:18])[CH3:19])=[O:14])[CH2:9][CH:8]=1, predict the reactants needed to synthesize it. The reactants are: FC(F)(F)S(O[C:7]1[CH2:12][CH2:11][N:10]([C:13]([O:15][C:16]([CH3:19])([CH3:18])[CH3:17])=[O:14])[CH2:9][CH:8]=1)(=O)=O.[Cl:22][C:23]1[CH:28]=[CH:27][C:26]([F:29])=[CH:25][C:24]=1B(O)O.C([O-])([O-])=O.[Na+].[Na+]. (6) Given the product [F:26][C:12]([F:11])([F:25])[C:13]1[CH:14]=[C:15]([N:19]2[CH2:24][CH2:23][N:22]([C:2]3[N:7]=[CH:6][C:5]([C:8]([NH2:10])=[O:9])=[CH:4][CH:3]=3)[CH2:21][CH2:20]2)[CH:16]=[CH:17][CH:18]=1, predict the reactants needed to synthesize it. The reactants are: Cl[C:2]1[N:7]=[CH:6][C:5]([C:8]([NH2:10])=[O:9])=[CH:4][CH:3]=1.[F:11][C:12]([F:26])([F:25])[C:13]1[CH:14]=[C:15]([N:19]2[CH2:24][CH2:23][NH:22][CH2:21][CH2:20]2)[CH:16]=[CH:17][CH:18]=1.C(=O)([O-])[O-].[Na+].[Na+]. (7) Given the product [Cl:1][C:2]1[CH:11]=[C:10]2[C:5]([C:6](=[O:32])[C:7]([CH2:18][NH:19][C:20]([N:37]3[CH2:38][CH2:39][N:34]([CH3:33])[CH2:35][CH2:36]3)=[O:21])=[CH:8][N:9]2[C:12]2[CH:13]=[CH:14][CH:15]=[CH:16][CH:17]=2)=[CH:4][CH:3]=1, predict the reactants needed to synthesize it. The reactants are: [Cl:1][C:2]1[CH:11]=[C:10]2[C:5]([C:6](=[O:32])[C:7]([CH2:18][NH:19][C:20](=O)[O:21]C3C=CC([N+]([O-])=O)=CC=3)=[CH:8][N:9]2[C:12]2[CH:17]=[CH:16][CH:15]=[CH:14][CH:13]=2)=[CH:4][CH:3]=1.[CH3:33][N:34]1[CH2:39][CH2:38][NH:37][CH2:36][CH2:35]1. (8) Given the product [CH3:1][C:2]1[C:6]2[C:7](=[O:20])[N:8]([CH2:12][CH2:13][N:14]3[CH2:19][CH2:18][CH2:17][CH2:16][CH2:15]3)[CH2:9][CH2:10][CH2:11][C:5]=2[NH:4][C:3]=1[CH:21]=[C:26]1[C:25]2[C:29](=[CH:30][CH:31]=[CH:32][C:24]=2[CH3:23])[NH:28][C:27]1=[O:33], predict the reactants needed to synthesize it. The reactants are: [CH3:1][C:2]1[C:6]2[C:7](=[O:20])[N:8]([CH2:12][CH2:13][N:14]3[CH2:19][CH2:18][CH2:17][CH2:16][CH2:15]3)[CH2:9][CH2:10][CH2:11][C:5]=2[NH:4][C:3]=1[CH:21]=O.[CH3:23][C:24]1[CH:32]=[CH:31][CH:30]=[C:29]2[C:25]=1[CH2:26][C:27](=[O:33])[NH:28]2. (9) Given the product [Br:1][C:2]1[CH:9]=[CH:8][C:5]([CH2:6][NH:10][C@@H:11]([CH:12]([CH3:14])[CH3:13])[C:15]([OH:17])=[O:16])=[CH:4][CH:3]=1, predict the reactants needed to synthesize it. The reactants are: [Br:1][C:2]1[CH:9]=[CH:8][C:5]([CH:6]=O)=[CH:4][CH:3]=1.[NH2:10][C@H:11]([C:15]([OH:17])=[O:16])[CH:12]([CH3:14])[CH3:13].[BH4-].[Na+]. (10) Given the product [Br:1][C:2]1[CH:3]=[C:4]([OH:16])[C:5]([C:12]([NH:21][CH2:22][C:23]([OH:25])=[O:24])=[O:14])=[C:6]2[C:11]=1[N:10]=[CH:9][CH:8]=[N:7]2, predict the reactants needed to synthesize it. The reactants are: [Br:1][C:2]1[C:11]2[N:10]=[CH:9][CH:8]=[N:7][C:6]=2[C:5]([C:12]([O:14]C)=O)=[C:4]([O:16]C)[CH:3]=1.Cl.C([NH:21][CH2:22][C:23]([OH:25])=[O:24])C.C(N(CC)CC)C.C1CN([P+](ON2N=NC3C=CC=CC2=3)(N2CCCC2)N2CCCC2)CC1.F[P-](F)(F)(F)(F)F.[OH-].[Na+].